Predict which catalyst facilitates the given reaction. From a dataset of Catalyst prediction with 721,799 reactions and 888 catalyst types from USPTO. Reactant: [NH2:1][C:2]1[CH:7]=[C:6]([CH3:8])[CH:5]=[CH:4][N:3]=1.[N+:9]([O-])([OH:11])=[O:10].[OH-].[Na+]. Product: [NH2:1][C:2]1[CH:7]=[C:6]([CH3:8])[C:5]([N+:9]([O-:11])=[O:10])=[CH:4][N:3]=1. The catalyst class is: 65.